Dataset: Retrosynthesis with 50K atom-mapped reactions and 10 reaction types from USPTO. Task: Predict the reactants needed to synthesize the given product. (1) Given the product Nc1c(Cl)cc(C[C@@H](OC(=O)N2CCC(N3CCc4ccccc4NC3=O)CC2)C(=O)N2CCC(N3CCC[C@@H]3C(=O)OCCN3CCOCC3)CC2)cc1C(F)(F)F, predict the reactants needed to synthesize it. The reactants are: Nc1c(Cl)cc(C[C@@H](OC(=O)N2CCC(N3CCc4ccccc4NC3=O)CC2)C(=O)N2CCC(N3CCC[C@@H]3C(=O)O)CC2)cc1C(F)(F)F.OCCN1CCOCC1. (2) Given the product CC1(c2cccc(NS(C)(=O)=O)c2)C2CN(C(=O)CCc3ccsc3)CC21, predict the reactants needed to synthesize it. The reactants are: CC1(c2cccc(NS(C)(=O)=O)c2)C2CNCC21.O=C(O)CCc1ccsc1.